Dataset: TCR-epitope binding with 47,182 pairs between 192 epitopes and 23,139 TCRs. Task: Binary Classification. Given a T-cell receptor sequence (or CDR3 region) and an epitope sequence, predict whether binding occurs between them. (1) The epitope is CINGVCWTV. The TCR CDR3 sequence is CASSRLDRDSGETQYF. Result: 0 (the TCR does not bind to the epitope). (2) The epitope is TAFTIPSI. The TCR CDR3 sequence is CASSQDFPGQYQPQHF. Result: 0 (the TCR does not bind to the epitope). (3) The epitope is VLQAVGACV. The TCR CDR3 sequence is CAISPSGGPGNEQFF. Result: 0 (the TCR does not bind to the epitope). (4) The epitope is QYDPVAALF. The TCR CDR3 sequence is CASSLGGPTGELFF. Result: 0 (the TCR does not bind to the epitope). (5) Result: 1 (the TCR binds to the epitope). The TCR CDR3 sequence is CASSESPERYNSPLHF. The epitope is KLSYGIATV. (6) The epitope is NLVPMVATV. The TCR CDR3 sequence is CASSQDPWDRVRATEAFF. Result: 0 (the TCR does not bind to the epitope). (7) The epitope is PKYVKQNTLKLAT. The TCR CDR3 sequence is CAITSVSGGLDTDTQYF. Result: 0 (the TCR does not bind to the epitope). (8) Result: 1 (the TCR binds to the epitope). The TCR CDR3 sequence is CASSTGTGQPQHF. The epitope is LLLGIGILV. (9) The epitope is VSFIEFVGW. The TCR CDR3 sequence is CASSRTDFTAGELFF. Result: 0 (the TCR does not bind to the epitope).